This data is from NCI-60 drug combinations with 297,098 pairs across 59 cell lines. The task is: Regression. Given two drug SMILES strings and cell line genomic features, predict the synergy score measuring deviation from expected non-interaction effect. (1) Synergy scores: CSS=27.7, Synergy_ZIP=3.28, Synergy_Bliss=3.09, Synergy_Loewe=3.54, Synergy_HSA=3.38. Cell line: RXF 393. Drug 2: CC1=C2C(C(=O)C3(C(CC4C(C3C(C(C2(C)C)(CC1OC(=O)C(C(C5=CC=CC=C5)NC(=O)OC(C)(C)C)O)O)OC(=O)C6=CC=CC=C6)(CO4)OC(=O)C)O)C)O. Drug 1: CCCCC(=O)OCC(=O)C1(CC(C2=C(C1)C(=C3C(=C2O)C(=O)C4=C(C3=O)C=CC=C4OC)O)OC5CC(C(C(O5)C)O)NC(=O)C(F)(F)F)O. (2) Drug 1: C1C(C(OC1N2C=C(C(=O)NC2=O)F)CO)O. Drug 2: C1=NNC2=C1C(=O)NC=N2. Cell line: SK-OV-3. Synergy scores: CSS=5.72, Synergy_ZIP=-2.42, Synergy_Bliss=-2.27, Synergy_Loewe=-7.05, Synergy_HSA=-3.48. (3) Drug 1: C1=CC(=C2C(=C1NCCNCCO)C(=O)C3=C(C=CC(=C3C2=O)O)O)NCCNCCO. Drug 2: CC1CCC2CC(C(=CC=CC=CC(CC(C(=O)C(C(C(=CC(C(=O)CC(OC(=O)C3CCCCN3C(=O)C(=O)C1(O2)O)C(C)CC4CCC(C(C4)OC)O)C)C)O)OC)C)C)C)OC. Cell line: KM12. Synergy scores: CSS=22.0, Synergy_ZIP=-11.6, Synergy_Bliss=-12.1, Synergy_Loewe=-5.32, Synergy_HSA=-4.46. (4) Drug 1: CC(CN1CC(=O)NC(=O)C1)N2CC(=O)NC(=O)C2. Drug 2: C(CC(=O)O)C(=O)CN.Cl. Cell line: K-562. Synergy scores: CSS=31.9, Synergy_ZIP=-5.52, Synergy_Bliss=-0.617, Synergy_Loewe=-10.0, Synergy_HSA=1.05.